From a dataset of Forward reaction prediction with 1.9M reactions from USPTO patents (1976-2016). Predict the product of the given reaction. (1) Given the reactants Cl[C:2]1[CH:11]=[CH:10][C:9]2[C:4](=[CH:5][CH:6]=[CH:7][CH:8]=2)[N:3]=1.[CH3:12][C@H:13]1[CH2:18][NH:17][CH2:16][CH2:15][NH:14]1, predict the reaction product. The product is: [CH3:12][C@@H:13]1[NH:14][CH2:15][CH2:16][N:17]([C:2]2[CH:11]=[CH:10][C:9]3[C:4](=[CH:5][CH:6]=[CH:7][CH:8]=3)[N:3]=2)[CH2:18]1. (2) The product is: [CH2:29]([O:28][C:26]([N:20]1[CH2:21][CH2:22][N:23]([S:16]([C:14]2[S:15][C:11]([C:5]3[CH:4]=[C:3]([CH2:1][CH3:2])[C:8](=[O:9])[NH:7][C:6]=3[CH3:10])=[CH:12][CH:13]=2)(=[O:18])=[O:17])[CH2:24][CH2:25]1)=[O:27])[CH3:30]. Given the reactants [CH2:1]([C:3]1[C:8](=[O:9])[NH:7][C:6]([CH3:10])=[C:5]([C:11]2[S:15][C:14]([S:16](Cl)(=[O:18])=[O:17])=[CH:13][CH:12]=2)[CH:4]=1)[CH3:2].[N:20]1([C:26]([O:28][CH2:29][CH3:30])=[O:27])[CH2:25][CH2:24][NH:23][CH2:22][CH2:21]1, predict the reaction product. (3) Given the reactants C([O:3][C:4](=[O:44])[CH2:5][C:6]1[CH:7]=[N:8][C:9]([C:12]2[CH:17]=[CH:16][C:15]([C:18]([CH2:41][CH3:42])([C:21]3[CH:26]=[CH:25][C:24]([C:27]#[C:28][C:29]4([O:35][Si](C)(C)C)[CH2:34][CH2:33][CH2:32][CH2:31][CH2:30]4)=[C:23]([CH3:40])[CH:22]=3)[CH2:19][CH3:20])=[CH:14][C:13]=2[CH3:43])=[CH:10][CH:11]=1)C.[F-].C([N+](CCCC)(CCCC)CCCC)CCC, predict the reaction product. The product is: [CH2:19]([C:18]([C:15]1[CH:16]=[CH:17][C:12]([C:9]2[N:8]=[CH:7][C:6]([CH2:5][C:4]([OH:44])=[O:3])=[CH:11][CH:10]=2)=[C:13]([CH3:43])[CH:14]=1)([C:21]1[CH:26]=[CH:25][C:24]([C:27]#[C:28][C:29]2([OH:35])[CH2:34][CH2:33][CH2:32][CH2:31][CH2:30]2)=[C:23]([CH3:40])[CH:22]=1)[CH2:41][CH3:42])[CH3:20]. (4) Given the reactants [CH2:1]([N:3]=C=O)[CH3:2].[CH3:6][O:7][C:8](=[O:34])/[CH:9]=[CH:10]/[C:11]1[CH:12]=[C:13]2[C:30](=[CH:31][CH:32]=1)[O:29][C:16]1([CH2:21][CH2:20][N:19]([C:22](OC(C)(C)C)=[O:23])[CH2:18][CH2:17]1)[CH2:15][C:14]2=[O:33], predict the reaction product. The product is: [CH3:6][O:7][C:8](=[O:34])/[CH:9]=[CH:10]/[C:11]1[CH:12]=[C:13]2[C:30](=[CH:31][CH:32]=1)[O:29][C:16]1([CH2:17][CH2:18][N:19]([C:22](=[O:23])[NH:3][CH2:1][CH3:2])[CH2:20][CH2:21]1)[CH2:15][C:14]2=[O:33]. (5) Given the reactants [F:1][C:2]1[C:3]([CH3:10])=[C:4]([CH:7]=[CH:8][CH:9]=1)[CH:5]=O.[N+:11]([CH3:14])([O-:13])=[O:12].C([O-])(=O)C.[NH4+], predict the reaction product. The product is: [F:1][C:2]1[CH:9]=[CH:8][CH:7]=[C:4](/[CH:5]=[CH:14]/[N+:11]([O-:13])=[O:12])[C:3]=1[CH3:10]. (6) Given the reactants [BH4-].[Na+].CO.[O:5]1[CH2:9][CH2:8][CH:7]([CH2:10][NH:11][C:12]([C:14]2[C:18]([CH:19]=[O:20])=[C:17]([CH2:21][O:22][CH2:23][C:24]3[CH:29]=[CH:28][CH:27]=[C:26]([F:30])[CH:25]=3)[O:16][N:15]=2)=[O:13])[CH2:6]1, predict the reaction product. The product is: [O:5]1[CH2:9][CH2:8][CH:7]([CH2:10][NH:11][C:12]([C:14]2[C:18]([CH2:19][OH:20])=[C:17]([CH2:21][O:22][CH2:23][C:24]3[CH:29]=[CH:28][CH:27]=[C:26]([F:30])[CH:25]=3)[O:16][N:15]=2)=[O:13])[CH2:6]1.